This data is from Forward reaction prediction with 1.9M reactions from USPTO patents (1976-2016). The task is: Predict the product of the given reaction. Given the reactants [F:1][C:2]1[CH:7]=[CH:6][C:5]([C:8]([NH2:11])([CH3:10])[CH3:9])=[CH:4][CH:3]=1.[CH2:12]1[CH2:18][S:15](=[O:17])(=[O:16])[O:14][CH2:13]1.CC#N.C1(C)C=CC=CC=1, predict the reaction product. The product is: [F:1][C:2]1[CH:3]=[CH:4][C:5]([C:8]([NH:11][CH2:13][CH2:12][CH2:18][S:15]([OH:17])(=[O:16])=[O:14])([CH3:9])[CH3:10])=[CH:6][CH:7]=1.